Predict the product of the given reaction. From a dataset of Forward reaction prediction with 1.9M reactions from USPTO patents (1976-2016). Given the reactants Cl[C:2]1[C:11]2[C:6](=[CH:7][CH:8]=[CH:9][CH:10]=2)[N:5]=[C:4]([CH2:12][O:13][C:14]2[CH:19]=[CH:18][CH:17]=[CH:16][CH:15]=2)[N:3]=1.[NH2:20][C:21]1[CH:25]=[C:24]([CH:26]2[CH2:28][CH2:27]2)[NH:23][N:22]=1, predict the reaction product. The product is: [CH:26]1([C:24]2[CH:25]=[C:21]([NH:20][C:2]3[C:11]4[C:6](=[CH:7][CH:8]=[CH:9][CH:10]=4)[N:5]=[C:4]([CH2:12][O:13][C:14]4[CH:19]=[CH:18][CH:17]=[CH:16][CH:15]=4)[N:3]=3)[NH:22][N:23]=2)[CH2:28][CH2:27]1.